This data is from Reaction yield outcomes from USPTO patents with 853,638 reactions. The task is: Predict the reaction yield, written as a fraction of the theoretical maximum amount of product (1.0 means a 100% yield; for example, 0.34 means a 34% yield). The reactants are [CH2:1]([C:3]1[N:7]([C:8]2[N:16]=[C:15]3[C:11]([N:12]=[C:13]([CH:18]=O)[N:14]3[CH3:17])=[C:10]([N:20]3[CH2:25][CH2:24][O:23][CH2:22][CH2:21]3)[N:9]=2)[C:6]2[CH:26]=[CH:27][CH:28]=[CH:29][C:5]=2[N:4]=1)[CH3:2].[NH:30]1[CH2:33][CH:32]([N:34]2[CH2:38][CH2:37][C@H:36]([OH:39])[CH2:35]2)[CH2:31]1.C(O[BH-](OC(=O)C)OC(=O)C)(=O)C.[Na+]. The catalyst is ClCCCl. The product is [CH2:1]([C:3]1[N:7]([C:8]2[N:16]=[C:15]3[C:11]([N:12]=[C:13]([CH2:18][N:30]4[CH2:33][CH:32]([N:34]5[CH2:38][CH2:37][C@H:36]([OH:39])[CH2:35]5)[CH2:31]4)[N:14]3[CH3:17])=[C:10]([N:20]3[CH2:25][CH2:24][O:23][CH2:22][CH2:21]3)[N:9]=2)[C:6]2[CH:26]=[CH:27][CH:28]=[CH:29][C:5]=2[N:4]=1)[CH3:2]. The yield is 0.530.